From a dataset of Forward reaction prediction with 1.9M reactions from USPTO patents (1976-2016). Predict the product of the given reaction. (1) Given the reactants [S:1]1[CH:5]=[CH:4][N:3]=[C:2]1[C:6]1[CH:7]=[C:8]([CH:11]=[CH:12][CH:13]=1)[CH:9]=O.C(OC)(OC)OC.[CH:21]([NH2:24])([CH3:23])[CH3:22].[BH4-].[Na+], predict the reaction product. The product is: [S:1]1[CH:5]=[CH:4][N:3]=[C:2]1[C:6]1[CH:7]=[C:8]([CH:11]=[CH:12][CH:13]=1)[CH2:9][NH:24][CH:21]([CH3:23])[CH3:22]. (2) Given the reactants [CH3:1][S:2][CH2:3][CH2:4][CH2:5][NH:6][C:7]1[C:16]2[C:11](=[CH:12][C:13]([C:17]3[CH:22]=[CH:21][CH:20]=[CH:19][CH:18]=3)=[CH:14][CH:15]=2)[N:10]=[CH:9][C:8]=1[NH2:23].[C:24](OC)(OC)(OC)[CH2:25][CH2:26][CH2:27][CH3:28].Cl.N1C=CC=CC=1, predict the reaction product. The product is: [CH2:25]([C:24]1[N:6]([CH2:5][CH2:4][CH2:3][S:2][CH3:1])[C:7]2[C:16]3[CH:15]=[CH:14][C:13]([C:17]4[CH:22]=[CH:21][CH:20]=[CH:19][CH:18]=4)=[CH:12][C:11]=3[N:10]=[CH:9][C:8]=2[N:23]=1)[CH2:26][CH2:27][CH3:28]. (3) Given the reactants Br[C:2]1[C:3]([O:25][CH3:26])=[CH:4][C:5]2[C:11]([C:12]3[CH:17]=[CH:16][C:15]([Cl:18])=[CH:14][CH:13]=3)=[N:10][N:9]([C:19]([NH:21][CH3:22])=[O:20])[CH:8]([CH3:23])[CH2:7][C:6]=2[CH:24]=1.[CH2:27]([N:31]1C=CN=C1)CCC, predict the reaction product. The product is: [Cl:18][C:15]1[CH:16]=[CH:17][C:12]([C:11]2[C:5]3[CH:4]=[C:3]([O:25][CH3:26])[C:2]([C:27]#[N:31])=[CH:24][C:6]=3[CH2:7][CH:8]([CH3:23])[N:9]([C:19]([NH:21][CH3:22])=[O:20])[N:10]=2)=[CH:13][CH:14]=1. (4) Given the reactants Br[C:2]1[CH:10]=[CH:9][CH:8]=[C:7]2[C:3]=1[C:4]1([C:20]3=[CH:21][C:22]4[O:26][CH2:25][O:24][C:23]=4[CH:27]=[C:19]3[O:18][CH2:17]1)[C:5](=[O:16])[N:6]2[CH2:11][CH2:12][CH2:13][CH2:14][CH3:15].[NH2:28][C:29]1[CH:30]=[CH:31][C:32]([O:35][CH3:36])=[N:33][CH:34]=1.C1C=CC(P(C2C(C3C(P(C4C=CC=CC=4)C4C=CC=CC=4)=CC=C4C=3C=CC=C4)=C3C(C=CC=C3)=CC=2)C2C=CC=CC=2)=CC=1.C[O-].[Na+], predict the reaction product. The product is: [CH3:36][O:35][C:32]1[N:33]=[CH:34][C:29]([NH:28][C:2]2[CH:10]=[CH:9][CH:8]=[C:7]3[C:3]=2[C:4]2([C:20]4=[CH:21][C:22]5[O:26][CH2:25][O:24][C:23]=5[CH:27]=[C:19]4[O:18][CH2:17]2)[C:5](=[O:16])[N:6]3[CH2:11][CH2:12][CH2:13][CH2:14][CH3:15])=[CH:30][CH:31]=1. (5) Given the reactants [Cl:1][C:2]1[CH:7]=[CH:6][C:5]([CH2:8][C:9]#[N:10])=[C:4]([F:11])[CH:3]=1.[Cl:12][C:13]1[C:14]([F:21])=[C:15]([CH:18]=[CH:19][CH:20]=1)[CH:16]=O.C[O-].[Na+], predict the reaction product. The product is: [Cl:12][C:13]1[C:14]([F:21])=[C:15](/[CH:16]=[C:8](/[C:5]2[CH:6]=[CH:7][C:2]([Cl:1])=[CH:3][C:4]=2[F:11])\[C:9]#[N:10])[CH:18]=[CH:19][CH:20]=1.